Dataset: Reaction yield outcomes from USPTO patents with 853,638 reactions. Task: Predict the reaction yield, written as a fraction of the theoretical maximum amount of product (1.0 means a 100% yield; for example, 0.34 means a 34% yield). (1) The reactants are [CH:1]([O:4][C:5]1[CH:9]=[C:8]([CH2:10][CH2:11][C:12]([O:14][CH2:15][CH3:16])=[O:13])[NH:7][N:6]=1)([CH3:3])[CH3:2].[H-].[Na+].[F:19][C:20]1[CH:27]=[C:26]([F:28])[CH:25]=[CH:24][C:21]=1[CH2:22]Br.Cl. The catalyst is CN(C)C=O. The product is [F:19][C:20]1[CH:27]=[C:26]([F:28])[CH:25]=[CH:24][C:21]=1[CH2:22][N:7]1[C:8]([CH2:10][CH2:11][C:12]([O:14][CH2:15][CH3:16])=[O:13])=[CH:9][C:5]([O:4][CH:1]([CH3:3])[CH3:2])=[N:6]1. The yield is 0.280. (2) The reactants are [Cl:1][C:2]1[N:7]=[C:6](/[CH:8]=[C:9](\[C:11]2[CH:12]=[C:13]([CH:25]=[CH:26][CH:27]=2)[C:14]([NH:16][C:17]2[C:22]([F:23])=[CH:21][CH:20]=[CH:19][C:18]=2[F:24])=[O:15])/O)[CH:5]=[CH:4][N:3]=1.C1C(=O)N(Br)C(=O)C1.[NH2:36][C:37]1[CH:42]=[CH:41][CH:40]=[CH:39][N:38]=1.C([O-])(O)=O.[Na+]. The catalyst is C(Cl)Cl.CCOC(C)=O. The product is [Cl:1][C:2]1[N:7]=[C:6]([C:8]2[N:38]3[CH:39]=[CH:40][CH:41]=[CH:42][C:37]3=[N:36][C:9]=2[C:11]2[CH:12]=[C:13]([CH:25]=[CH:26][CH:27]=2)[C:14]([NH:16][C:17]2[C:22]([F:23])=[CH:21][CH:20]=[CH:19][C:18]=2[F:24])=[O:15])[CH:5]=[CH:4][N:3]=1. The yield is 0.770. (3) The reactants are [Br:1][C:2]1[C:3]([Cl:9])=[C:4]([CH:6]=[CH:7][CH:8]=1)[NH2:5].C[Al](C)C.[F:14][C:15]1[C:20]2[NH:21]C(=O)[O:23][C:24](=O)[C:19]=2[CH:18]=[CH:17][CH:16]=1.Cl. The catalyst is C1(C)C=CC=CC=1. The product is [NH2:21][C:20]1[C:15]([F:14])=[CH:16][CH:17]=[CH:18][C:19]=1[C:24]([NH:5][C:4]1[CH:6]=[CH:7][CH:8]=[C:2]([Br:1])[C:3]=1[Cl:9])=[O:23]. The yield is 0.350. (4) The reactants are [CH:1]1([O:7][C:8]([NH:10][C@H:11]([C@@H:15]([OH:17])[CH3:16])[C:12]([OH:14])=O)=[O:9])[CH2:6][CH2:5][CH2:4][CH2:3][CH2:2]1.CCN(CC)CC.CN(C(ON1N=NC2C=CC=CC1=2)=[N+](C)C)C.[B-](F)(F)(F)F. The catalyst is C(Cl)Cl. The product is [CH:1]1([O:7][C:8](=[O:9])[NH:10][C@H:11]2[C:12](=[O:14])[O:17][C@H:15]2[CH3:16])[CH2:2][CH2:3][CH2:4][CH2:5][CH2:6]1. The yield is 0.360. (5) The reactants are C([O:5][C:6](=[O:46])[C:7]([O:10]/[N:11]=[C:12](/[C:33]1[N:34]=[C:35]([NH:38]C(OC(C)(C)C)=O)[S:36][CH:37]=1)\[C:13]([NH:15][C@@H:16]1[C:19](=[O:20])[N:18]([S:21]([OH:24])(=[O:23])=[O:22])[C@@H:17]1[CH2:25][N:26]1[CH2:30][C@@H:29]([CH3:31])[O:28][C:27]1=[O:32])=[O:14])([CH3:9])[CH3:8])(C)(C)C.C(O)(C(F)(F)F)=O. The catalyst is C(Cl)Cl. The product is [NH2:38][C:35]1[S:36][CH:37]=[C:33](/[C:12](=[N:11]/[O:10][C:7]([CH3:8])([CH3:9])[C:6]([OH:46])=[O:5])/[C:13]([NH:15][C@@H:16]2[C:19](=[O:20])[N:18]([S:21]([OH:24])(=[O:23])=[O:22])[C@@H:17]2[CH2:25][N:26]2[CH2:30][C@@H:29]([CH3:31])[O:28][C:27]2=[O:32])=[O:14])[N:34]=1. The yield is 0.230.